From a dataset of Catalyst prediction with 721,799 reactions and 888 catalyst types from USPTO. Predict which catalyst facilitates the given reaction. (1) Reactant: [C:1]([C:4]1[CH:13]=[CH:12][C:7]2[NH:8][C:9](=O)[NH:10][C:6]=2[CH:5]=1)(=[O:3])[CH3:2].[CH3:14]I.[C:16](=[O:19])([O-])[O-].[Cs+].[Cs+]. Product: [C:1]([C:4]1[CH:13]=[CH:12][C:7]2[N:8]([CH3:14])[C:16](=[O:19])[N:10]([CH3:9])[C:6]=2[CH:5]=1)(=[O:3])[CH3:2]. The catalyst class is: 3. (2) Reactant: [NH2:1][C:2]1[CH:7]=[CH:6][C:5]([OH:8])=[CH:4][C:3]=1[C:9](=O)[CH2:10][CH:11]([CH3:13])[CH3:12].[N:15]([O-])=O.[Na+].O.O.[Sn](Cl)Cl. Product: [OH:8][C:5]1[CH:4]=[C:3]2[C:2](=[CH:7][CH:6]=1)[NH:1][N:15]=[C:9]2[CH2:10][CH:11]([CH3:13])[CH3:12]. The catalyst class is: 223. (3) The catalyst class is: 7. Product: [CH:1]1[C:10]2[C:5](=[CH:6][CH:7]=[CH:8][CH:9]=2)[CH:4]=[CH:3][C:2]=1[C:11]#[C:12][CH:13]([OH:14])[CH2:17][CH:16]=[CH2:15]. Reactant: [CH:1]1[C:10]2[C:5](=[CH:6][CH:7]=[CH:8][CH:9]=2)[CH:4]=[CH:3][C:2]=1[CH2:11][CH2:12][CH:13]=[O:14].[CH2:15]([Mg]Br)[CH:16]=[CH2:17]. (4) Reactant: [CH:1]([N:4]([C:27]([C@H:29]1[CH2:34][CH2:33][C@H:32]([CH3:35])[CH2:31][CH2:30]1)=[O:28])[C:5]1[S:9][C:8]([CH:10]2[CH2:15][CH2:14][N:13](C(OC(C)(C)C)=O)[CH2:12][CH2:11]2)=[CH:7][C:6]=1[C:23]([O:25][CH3:26])=[O:24])([CH3:3])[CH3:2].FC(F)(F)C(O)=O. Product: [CH:1]([N:4]([C:27]([C@H:29]1[CH2:34][CH2:33][C@H:32]([CH3:35])[CH2:31][CH2:30]1)=[O:28])[C:5]1[S:9][C:8]([CH:10]2[CH2:15][CH2:14][NH:13][CH2:12][CH2:11]2)=[CH:7][C:6]=1[C:23]([O:25][CH3:26])=[O:24])([CH3:3])[CH3:2]. The catalyst class is: 4. (5) Reactant: [CH3:1][O:2][C:3]1[CH:23]=[C:22]([O:24][CH3:25])[CH:21]=[CH:20][C:4]=1[CH2:5][NH:6][C:7]1[C:8]2[S:15][CH:14]=[C:13]([C:16]([O:18]C)=[O:17])[C:9]=2[N:10]=[CH:11][N:12]=1.C1COCC1.CO.[OH-].[Na+]. Product: [CH3:1][O:2][C:3]1[CH:23]=[C:22]([O:24][CH3:25])[CH:21]=[CH:20][C:4]=1[CH2:5][NH:6][C:7]1[C:8]2[S:15][CH:14]=[C:13]([C:16]([OH:18])=[O:17])[C:9]=2[N:10]=[CH:11][N:12]=1. The catalyst class is: 25. (6) Reactant: [CH3:1][N:2]1[C:6]2[CH:7]=[C:8]([O:21][C:22]3[CH:27]=[CH:26][CH:25]=[C:24]([O:28][CH2:29][C:30]4([CH3:33])[CH2:32][O:31]4)[CH:23]=3)[C:9]([NH:11][S:12]([C:15]3[N:16]=[CH:17][N:18]([CH3:20])[CH:19]=3)(=[O:14])=[O:13])=[CH:10][C:5]=2[N:4]([CH3:34])[C:3]1=[O:35].[CH2:36]([NH2:39])[CH2:37][NH2:38]. Product: [NH2:38][CH2:37][CH2:36][NH:39][CH2:32][C:30]([OH:31])([CH3:33])[CH2:29][O:28][C:24]1[CH:23]=[C:22]([CH:27]=[CH:26][CH:25]=1)[O:21][C:8]1[C:9]([NH:11][S:12]([C:15]2[N:16]=[CH:17][N:18]([CH3:20])[CH:19]=2)(=[O:14])=[O:13])=[CH:10][C:5]2[N:4]([CH3:34])[C:3](=[O:35])[N:2]([CH3:1])[C:6]=2[CH:7]=1. The catalyst class is: 1. (7) Reactant: C(O)(C(F)(F)F)=O.[O:8]1[CH:12]=[CH:11][CH:10]=[C:9]1[C:13]1[N:21]=[C:20]2[N:15]([C:16]([NH2:29])=[N:17][C:18]([NH:22][CH2:23][CH:24]3[CH2:28][CH2:27][CH2:26][NH:25]3)=[CH:19]2)[N:14]=1.CCN(CC)CC.[Cl:37][C:38]1[CH:45]=[CH:44][CH:43]=[C:42]([F:46])[C:39]=1[CH:40]=O.C(O[BH-](OC(=O)C)OC(=O)C)(=O)C.[Na+]. Product: [Cl:37][C:38]1[CH:45]=[CH:44][CH:43]=[C:42]([F:46])[C:39]=1[CH2:40][N:25]1[CH2:26][CH2:27][CH2:28][CH:24]1[CH2:23][NH:22][C:18]1[N:17]=[C:16]([NH2:29])[N:15]2[N:14]=[C:13]([C:9]3[O:8][CH:12]=[CH:11][CH:10]=3)[N:21]=[C:20]2[CH:19]=1. The catalyst class is: 2. (8) Reactant: [O:1]1[CH2:5][CH2:4][O:3][CH:2]1[C:6]1[C:11]([N+:12]([O-])=O)=[CH:10][C:9]([F:15])=[CH:8][N:7]=1. Product: [O:1]1[CH2:5][CH2:4][O:3][CH:2]1[C:6]1[C:11]([NH2:12])=[CH:10][C:9]([F:15])=[CH:8][N:7]=1. The catalyst class is: 29. (9) Reactant: [C:1]([CH:3]=[C:4]([NH:15][C:16](=O)[O:17]CC)[C:5]1[CH:10]=[CH:9][C:8]([C:11]([F:14])([F:13])[F:12])=[CH:7][CH:6]=1)#[N:2].[NH:21]([C:23](=O)[C:24]([O:26][CH2:27][CH3:28])=[O:25])[NH2:22].O. Product: [OH:17][C:16]1[N:22]2[N:21]=[C:23]([C:24]([O:26][CH2:27][CH3:28])=[O:25])[N:2]=[C:1]2[CH:3]=[C:4]([C:5]2[CH:10]=[CH:9][C:8]([C:11]([F:12])([F:13])[F:14])=[CH:7][CH:6]=2)[N:15]=1. The catalyst class is: 37. (10) Reactant: [Si]([O:8][C:9]1[CH:18]=[CH:17][CH:16]=[C:15]2[C:10]=1[CH:11]=[CH:12][C:13]([NH:19][C:20]1[C:28]3[C:23](=[CH:24][N:25]=[CH:26][CH:27]=3)[O:22][C:21]=1[C:29](=O)[CH2:30][CH2:31][CH2:32][O:33][CH3:34])=[CH:14]2)(C(C)(C)C)(C)C.[NH2:36][NH2:37].O. Product: [N:36](=[C:29](/[C:21]1[O:22][C:23]2=[CH:24][N:25]=[CH:26][CH:27]=[C:28]2[C:20]=1[NH:19][C:13]1[CH:14]=[C:15]2[C:10](=[CH:11][CH:12]=1)[C:9]([OH:8])=[CH:18][CH:17]=[CH:16]2)\[CH2:30][CH2:31][CH2:32][O:33][CH3:34])\[NH2:37]. The catalyst class is: 8.